Task: Predict the product of the given reaction.. Dataset: Forward reaction prediction with 1.9M reactions from USPTO patents (1976-2016) (1) The product is: [CH2:31]([N:28]1[C:23]2=[N:24][C:25]([CH2:26][CH3:27])=[C:20]([CH2:19][NH:18][C:16]([C:15]3[CH:14]=[C:13]([CH2:12][N:10]([CH2:9][C:4]4[CH:5]=[CH:6][C:7]([F:8])=[C:2]([C:59]5[CH:60]=[CH:61][CH:62]=[C:57]([CH2:56][N:53]6[CH2:54][CH2:55][N:50]([C:48]([O:47][C:44]([CH3:46])([CH3:45])[CH3:43])=[O:49])[CH2:51][CH2:52]6)[CH:58]=5)[CH:3]=4)[CH3:11])[CH:42]=[CH:41][CH:40]=3)=[O:17])[C:21]([NH:33][CH:34]3[CH2:39][CH2:38][O:37][CH2:36][CH2:35]3)=[C:22]2[CH:30]=[N:29]1)[CH3:32]. Given the reactants Br[C:2]1[CH:3]=[C:4]([CH2:9][N:10]([CH2:12][C:13]2[CH:14]=[C:15]([CH:40]=[CH:41][CH:42]=2)[C:16]([NH:18][CH2:19][C:20]2[C:21]([NH:33][CH:34]3[CH2:39][CH2:38][O:37][CH2:36][CH2:35]3)=[C:22]3[CH:30]=[N:29][N:28]([CH2:31][CH3:32])[C:23]3=[N:24][C:25]=2[CH2:26][CH3:27])=[O:17])[CH3:11])[CH:5]=[CH:6][C:7]=1[F:8].[CH3:43][C:44]([O:47][C:48]([N:50]1[CH2:55][CH2:54][N:53]([CH2:56][C:57]2[CH:58]=[C:59](B(O)O)[CH:60]=[CH:61][CH:62]=2)[CH2:52][CH2:51]1)=[O:49])([CH3:46])[CH3:45].C([O-])([O-])=O.[K+].[K+], predict the reaction product. (2) Given the reactants [NH2:1][C:2]1[C:11]2[C:6](=[CH:7][CH:8]=[CH:9][C:10]=2[F:12])[NH:5][C:4](=[O:13])[C:3]=1[C:14]1[NH:18][C:17]2[CH:19]=[CH:20][C:21]([N:23]3[CH2:28][CH2:27][N:26]([CH3:29])[CH2:25][CH2:24]3)=[CH:22][C:16]=2[N:15]=1.Cl(O)(=O)(=O)=O.[C:35]([OH:40])(=[O:39])[CH:36]([CH3:38])[OH:37], predict the reaction product. The product is: [C:35]([OH:40])(=[O:39])[CH:36]([CH3:38])[OH:37].[NH2:1][C:2]1[C:11]2[C:6](=[CH:7][CH:8]=[CH:9][C:10]=2[F:12])[NH:5][C:4](=[O:13])[C:3]=1[C:14]1[NH:18][C:17]2[CH:19]=[CH:20][C:21]([N:23]3[CH2:28][CH2:27][N:26]([CH3:29])[CH2:25][CH2:24]3)=[CH:22][C:16]=2[N:15]=1.